This data is from Forward reaction prediction with 1.9M reactions from USPTO patents (1976-2016). The task is: Predict the product of the given reaction. (1) Given the reactants [CH3:1][O:2][C:3]([C@H:5]1[CH2:10][CH2:9][CH2:8][C:7](=[O:11])[N:6]1[C:12]([O:14][C:15]([CH3:18])([CH3:17])[CH3:16])=[O:13])=[O:4].[F:19][C:20]1[CH:21]=[C:22]([Mg]Br)[CH:23]=[CH:24][C:25]=1[F:26].[Cl-].[NH4+].C(OCC)(=O)C, predict the reaction product. The product is: [C:15]([O:14][C:12]([NH:6][C@H:5]([CH2:10][CH2:9][CH2:8][C:7]([C:23]1[CH:22]=[CH:21][C:20]([F:19])=[C:25]([F:26])[CH:24]=1)=[O:11])[C:3]([O:2][CH3:1])=[O:4])=[O:13])([CH3:18])([CH3:17])[CH3:16]. (2) Given the reactants C([O:8][CH:9]([C:11]1[NH:16][C:15](=[O:17])[C:14]2=[CH:18][N:19]=[C:20]([C:21]3[CH2:22][CH2:23][O:24][CH2:25][CH:26]=3)[N:13]2[N:12]=1)[CH3:10])C1C=CC=CC=1, predict the reaction product. The product is: [OH:8][CH:9]([C:11]1[NH:16][C:15](=[O:17])[C:14]2=[CH:18][N:19]=[C:20]([CH:21]3[CH2:22][CH2:23][O:24][CH2:25][CH2:26]3)[N:13]2[N:12]=1)[CH3:10]. (3) Given the reactants [CH3:1][C:2](=O)[C:3](=O)[CH3:4].[NH2:7][CH2:8][CH2:9][NH:10][CH2:11][CH2:12][CH2:13][NH:14][CH2:15][CH2:16][NH2:17], predict the reaction product. The product is: [CH3:1][C:2]12[C:3]3([CH3:4])[N:14]([CH2:13][CH2:12][CH2:11][N:10]3[CH2:9][CH2:8][NH:7]1)[CH2:15][CH2:16][NH:17]2. (4) Given the reactants Cl.C(N=C=NCCCN(C)C)C.[CH3:13][NH:14][CH2:15][CH2:16][CH:17]=[C:18]1[C:28]2[CH:29]=[CH:30][CH:31]=[CH:32][C:27]=2[CH2:26][CH2:25][C:24]2[CH:23]=[CH:22][CH:21]=[CH:20][C:19]1=2.Cl.C(N(CC)CC)C.[C:41]([O:45][C:46]([NH:48][CH2:49][C:50]([OH:52])=O)=[O:47])([CH3:44])([CH3:43])[CH3:42].C(=O)([O-])O.[Na+], predict the reaction product. The product is: [CH:23]1[C:24]2[CH2:25][CH2:26][C:27]3[CH:32]=[CH:31][CH:30]=[CH:29][C:28]=3[C:18](=[CH:17][CH2:16][CH2:15][N:14]([CH3:13])[C:50](=[O:52])[CH2:49][NH:48][C:46](=[O:47])[O:45][C:41]([CH3:42])([CH3:43])[CH3:44])[C:19]=2[CH:20]=[CH:21][CH:22]=1. (5) Given the reactants [Si]([O:8][CH2:9][CH2:10]/[CH:11]=[CH:12]/[C:13]1[N:18]=[C:17]2[N:19]([CH3:28])[C:20](=[O:27])[N:21]([CH2:22][C:23]([CH3:26])([CH3:25])[CH3:24])[C:16]2=[CH:15][CH:14]=1)(C(C)(C)C)(C)C.C1(C)C=CC(S(O)(=O)=O)=CC=1, predict the reaction product. The product is: [CH3:24][C:23]([CH3:26])([CH3:25])[CH2:22][N:21]1[C:16]2[C:17](=[N:18][C:13](/[CH:12]=[CH:11]/[CH2:10][CH2:9][OH:8])=[CH:14][CH:15]=2)[N:19]([CH3:28])[C:20]1=[O:27]. (6) Given the reactants C[O:2][C:3]1[CH:8]=[CH:7][C:6]([C:9]2[C:17]3[C:12](=[CH:13][CH:14]=[CH:15][CH:16]=3)[NH:11][C:10]=2[C:18]2[S:19][CH:20]=[CH:21][CH:22]=2)=[CH:5][CH:4]=1.B(Br)(Br)Br, predict the reaction product. The product is: [S:19]1[CH:20]=[CH:21][CH:22]=[C:18]1[C:10]1[NH:11][C:12]2[C:17]([C:9]=1[C:6]1[CH:5]=[CH:4][C:3]([OH:2])=[CH:8][CH:7]=1)=[CH:16][CH:15]=[CH:14][CH:13]=2. (7) Given the reactants [OH:1][C:2]1[CH:3]=[C:4]([CH:9]=[C:10]([OH:12])[CH:11]=1)[C:5]([O:7][CH3:8])=[O:6].C(=O)([O-])[O-].[K+].[K+].I[CH:20]([CH3:22])[CH3:21].O, predict the reaction product. The product is: [OH:1][C:2]1[CH:3]=[C:4]([CH:9]=[C:10]([O:12][CH:20]([CH3:22])[CH3:21])[CH:11]=1)[C:5]([O:7][CH3:8])=[O:6]. (8) Given the reactants [CH:1]1([C:6]([CH:8]2[CH2:13][N:12]([C:14]([O:16][C:17]([CH3:20])([CH3:19])[CH3:18])=[O:15])[C@@H:11]([CH3:21])[CH2:10][C:9]2=O)=O)[CH2:5][CH2:4][CH2:3][CH2:2]1.[NH2:23][NH2:24].O, predict the reaction product. The product is: [CH:1]1([C:6]2[C:8]3[CH2:13][N:12]([C:14]([O:16][C:17]([CH3:20])([CH3:19])[CH3:18])=[O:15])[C@@H:11]([CH3:21])[CH2:10][C:9]=3[NH:24][N:23]=2)[CH2:5][CH2:4][CH2:3][CH2:2]1. (9) Given the reactants C(O[C:4](=[O:13])[C:5]1[C:10](Cl)=[CH:9][CH:8]=[N:7][C:6]=1[Cl:12])C.[C:14]([O:18][CH2:19][CH3:20])(=[O:17])[CH2:15][OH:16].[H-].[Na+], predict the reaction product. The product is: [CH2:19]([O:18][C:14]([C:15]1[O:16][C:10]2[CH:9]=[CH:8][N:7]=[C:6]([Cl:12])[C:5]=2[C:4]=1[OH:13])=[O:17])[CH3:20]. (10) Given the reactants [Cl:1][C:2]1[N:3]=[C:4]([N:22]2[CH2:27][CH2:26][O:25][CH2:24][CH2:23]2)[C:5]2[S:10][C:9]([CH2:11]N3CCN(S(C)(=O)=O)CC3)=[CH:8][C:6]=2[N:7]=1.ClC1N=C(N2CC[O:41]CC2)C2SC=CC=2N=1.[Li]CCCC, predict the reaction product. The product is: [Cl:1][C:2]1[N:3]=[C:4]([N:22]2[CH2:27][CH2:26][O:25][CH2:24][CH2:23]2)[C:5]2[S:10][C:9]([CH:11]=[O:41])=[CH:8][C:6]=2[N:7]=1.